This data is from Full USPTO retrosynthesis dataset with 1.9M reactions from patents (1976-2016). The task is: Predict the reactants needed to synthesize the given product. Given the product [CH3:11][N:12]1[C:16]([C:2]2[N:7]=[C:6]([O:8][CH3:9])[C:5]([NH2:10])=[CH:4][CH:3]=2)=[CH:15][N:14]=[C:13]1[CH3:17], predict the reactants needed to synthesize it. The reactants are: Br[C:2]1[N:7]=[C:6]([O:8][CH3:9])[C:5]([NH2:10])=[CH:4][CH:3]=1.[CH3:11][N:12]1[CH:16]=[CH:15][N:14]=[C:13]1[CH3:17].CC([O-])=O.[K+].